Dataset: Catalyst prediction with 721,799 reactions and 888 catalyst types from USPTO. Task: Predict which catalyst facilitates the given reaction. Reactant: Cl.[NH2:2][CH2:3][C:4]1[CH:9]=[CH:8][C:7]([NH:10]/[C:11](=[C:18]2\[C:19](=[O:30])[NH:20][C:21]3[C:26]\2=[CH:25][C:24]([N+:27]([O-:29])=[O:28])=[CH:23][CH:22]=3)/[C:12]2[CH:17]=[CH:16][CH:15]=[CH:14][CH:13]=2)=[CH:6][CH:5]=1.[CH:31](=O)[CH:32]([CH3:34])[CH3:33].C([BH3-])#N.[Na+]. Product: [CH2:31]([N:2]([CH2:3][C:4]1[CH:5]=[CH:6][C:7]([NH:10]/[C:11](=[C:18]2\[C:19](=[O:30])[NH:20][C:21]3[C:26]\2=[CH:25][C:24]([N+:27]([O-:29])=[O:28])=[CH:23][CH:22]=3)/[C:12]2[CH:13]=[CH:14][CH:15]=[CH:16][CH:17]=2)=[CH:8][CH:9]=1)[CH2:3][CH:4]([CH3:9])[CH3:5])[CH:32]([CH3:34])[CH3:33]. The catalyst class is: 5.